From a dataset of Forward reaction prediction with 1.9M reactions from USPTO patents (1976-2016). Predict the product of the given reaction. (1) Given the reactants [C:1]([OH:20])(=[O:19])[CH2:2][CH2:3][CH2:4][CH2:5][CH2:6][CH2:7][CH2:8][CH2:9][CH2:10][CH2:11][CH2:12][CH2:13][CH2:14][CH2:15][CH2:16][CH2:17][CH3:18].[NH3:21].C(O)(=O)CCCCCCCCCCCCCCCCC.O, predict the reaction product. The product is: [C:1]([O-:20])(=[O:19])[CH2:2][CH2:3][CH2:4][CH2:5][CH2:6][CH2:7][CH2:8][CH2:9][CH2:10][CH2:11][CH2:12][CH2:13][CH2:14][CH2:15][CH2:16][CH2:17][CH3:18].[NH4+:21]. (2) Given the reactants [Br:1][C:2]1[C:10]2[C:9]([N:11]3[CH:16]4[CH2:17][CH2:18][CH:12]3[CH2:13][CH:14]([NH:19][CH:20]3[CH2:23][CH2:22][CH2:21]3)[CH2:15]4)=[N:8][CH:7]=[N:6][C:5]=2[S:4][CH:3]=1.[CH2:24]=O, predict the reaction product. The product is: [Br:1][C:2]1[C:10]2[C:9]([N:11]3[CH:12]4[CH2:18][CH2:17][CH:16]3[CH2:15][CH:14]([N:19]([CH:20]3[CH2:23][CH2:22][CH2:21]3)[CH3:24])[CH2:13]4)=[N:8][CH:7]=[N:6][C:5]=2[S:4][CH:3]=1.